Dataset: Catalyst prediction with 721,799 reactions and 888 catalyst types from USPTO. Task: Predict which catalyst facilitates the given reaction. (1) The catalyst class is: 4. Reactant: CN(C(ON1N=NC2C=CC=NC1=2)=[N+](C)C)C.F[P-](F)(F)(F)(F)F.[CH3:25][CH:26]([NH2:28])[CH3:27].[C:29]([C:32]1[C:40]2[C:35](=[N:36][CH:37]=[C:38]([C:41]3[C:49]4[CH2:48][CH2:47][CH2:46][CH2:45][C:44]=4[N:43]([CH3:50])[N+:42]=3[O-:51])[N:39]=2)[N:34]([CH2:52][O:53][CH2:54][CH2:55][Si:56]([CH3:59])([CH3:58])[CH3:57])[CH:33]=1)(O)=[O:30]. Product: [CH:26]([NH:28][C:29]([C:32]1[C:40]2[C:35](=[N:36][CH:37]=[C:38]([C:41]3[C:49]4[CH2:48][CH2:47][CH2:46][CH2:45][C:44]=4[N:43]([CH3:50])[N+:42]=3[O-:51])[N:39]=2)[N:34]([CH2:52][O:53][CH2:54][CH2:55][Si:56]([CH3:59])([CH3:58])[CH3:57])[CH:33]=1)=[O:30])([CH3:27])[CH3:25]. (2) Reactant: [CH:1]([C:4]1[CH:9]=[CH:8][C:7]([CH:10]2[CH2:14][O:13][C:12]3[C:15]4[C:20]([C:21]([OH:24])=[C:22]([CH3:23])[C:11]2=3)=[CH:19][CH:18]=[CH:17][CH:16]=4)=[CH:6][CH:5]=1)([CH3:3])[CH3:2].[F:25][C:26]([F:32])([F:31])[S:27]([O-])(=[O:29])=[O:28].O. Product: [F:25][C:26]([F:32])([F:31])[S:27]([O:24][C:21]1[C:20]2[C:15](=[CH:16][CH:17]=[CH:18][CH:19]=2)[C:12]2[O:13][CH2:14][CH:10]([C:7]3[CH:8]=[CH:9][C:4]([CH:1]([CH3:3])[CH3:2])=[CH:5][CH:6]=3)[C:11]=2[C:22]=1[CH3:23])(=[O:29])=[O:28]. The catalyst class is: 341. (3) Reactant: N1C=CC=CC=1.[Cl:7][C:8]1[N:16]=[C:15]([I:17])[N:14]=[C:13]2[C:9]=1[N:10]=[CH:11][N:12]2[C@@H:18]1[CH2:22][C@H:21]([OH:23])[CH:20]=[CH:19]1.Cl[C:25]([O:27][CH2:28][CH3:29])=[O:26]. Product: [CH2:28]([O:27][C:25](=[O:26])[O:23][C@H:21]1[CH2:22][C@@H:18]([N:12]2[CH:11]=[N:10][C:9]3[C:13]2=[N:14][C:15]([I:17])=[N:16][C:8]=3[Cl:7])[CH:19]=[CH:20]1)[CH3:29]. The catalyst class is: 1. (4) Reactant: [C:1]([Si:5]([CH3:22])([CH3:21])[O:6][CH2:7][CH2:8][N:9]([CH3:20])[C:10]1[CH:15]=[CH:14][C:13]([N+:16]([O-])=O)=[C:12]([CH3:19])[CH:11]=1)([CH3:4])([CH3:3])[CH3:2]. Product: [C:1]([Si:5]([CH3:22])([CH3:21])[O:6][CH2:7][CH2:8][N:9]([CH3:20])[C:10]1[CH:15]=[CH:14][C:13]([NH2:16])=[C:12]([CH3:19])[CH:11]=1)([CH3:4])([CH3:3])[CH3:2]. The catalyst class is: 457. (5) Reactant: [Cl:1][C:2]1[N:7]([CH3:8])[C:6](=[O:9])[C:5]([OH:10])=[CH:4][N:3]=1.[CH3:11][O:12][C:13]1[CH:18]=[CH:17][C:16]([CH2:19]Cl)=[CH:15][CH:14]=1.C([O-])([O-])=O.[Cs+].[Cs+]. Product: [Cl:1][C:2]1[N:7]([CH3:8])[C:6](=[O:9])[C:5]([O:10][CH2:19][C:16]2[CH:17]=[CH:18][C:13]([O:12][CH3:11])=[CH:14][CH:15]=2)=[CH:4][N:3]=1. The catalyst class is: 3. (6) Reactant: [CH2:1]([O:8][C:9]([NH:11][C@H:12]([C:17]([OH:19])=O)[CH2:13][CH2:14][S:15][CH3:16])=[O:10])[C:2]1[CH:7]=[CH:6][CH:5]=[CH:4][CH:3]=1.Cl.[C:21]([O:25][C:26](=[O:36])[C@H:27]([CH2:29][C:30]1[CH:35]=[CH:34][CH:33]=[CH:32][CH:31]=1)[NH2:28])([CH3:24])([CH3:23])[CH3:22].C1C=CC2N(O)N=NC=2C=1.Cl.CN(C)CCCN=C=NCC. Product: [CH2:1]([O:8][C:9]([NH:11][C@H:12]([C:17]([NH:28][C@H:27]([C:26]([O:25][C:21]([CH3:24])([CH3:23])[CH3:22])=[O:36])[CH2:29][C:30]1[CH:35]=[CH:34][CH:33]=[CH:32][CH:31]=1)=[O:19])[CH2:13][CH2:14][S:15][CH3:16])=[O:10])[C:2]1[CH:3]=[CH:4][CH:5]=[CH:6][CH:7]=1. The catalyst class is: 338. (7) Reactant: [I:1][C:2]1[CH:3]=[CH:4][C:5]([CH3:9])=[C:6]([NH2:8])[CH:7]=1.[C:10](OC(=O)C)(=[O:12])[CH3:11]. Product: [I:1][C:2]1[CH:3]=[CH:4][C:5]([CH3:9])=[C:6]([NH:8][C:10](=[O:12])[CH3:11])[CH:7]=1. The catalyst class is: 2.